This data is from Full USPTO retrosynthesis dataset with 1.9M reactions from patents (1976-2016). The task is: Predict the reactants needed to synthesize the given product. Given the product [Br:1][C:2]1[C:7](=[O:8])[N:6]2[CH:9]=[CH:10][CH:11]=[CH:12][C:5]2=[N:4][C:3]=1/[CH:13]=[CH:19]/[C:18]1[CH:21]=[CH:22][CH:23]=[C:16]([O:15][CH3:14])[C:17]=1[O:24][CH2:25][CH2:26][CH2:27][CH2:28][CH2:29][CH3:30], predict the reactants needed to synthesize it. The reactants are: [Br:1][C:2]1[C:7](=[O:8])[N:6]2[CH:9]=[CH:10][CH:11]=[CH:12][C:5]2=[N:4][C:3]=1[CH3:13].[CH3:14][O:15][C:16]1[C:17]([O:24][CH2:25][CH2:26][CH2:27][CH2:28][CH2:29][CH3:30])=[C:18]([CH:21]=[CH:22][CH:23]=1)[CH:19]=O.[O-]CC.[Na+].